Dataset: Catalyst prediction with 721,799 reactions and 888 catalyst types from USPTO. Task: Predict which catalyst facilitates the given reaction. (1) The catalyst class is: 4. Reactant: [Br:1][C:2]1[CH:3]=[CH:4][C:5]([F:27])=[C:6]([C@:8]([NH:15][CH2:16][C:17]2[CH:22]=[CH:21][C:20]([O:23][CH3:24])=[CH:19][C:18]=2[O:25][CH3:26])([CH3:14])[CH2:9][S:10][CH2:11][C:12]#[N:13])[CH:7]=1.C(N(CC)CC)C.[F:35][C:36]([F:47])([F:46])[C:37](O[C:37](=[O:38])[C:36]([F:47])([F:46])[F:35])=[O:38]. Product: [Br:1][C:2]1[CH:3]=[CH:4][C:5]([F:27])=[C:6]([C@:8]([N:15]([CH2:16][C:17]2[CH:22]=[CH:21][C:20]([O:23][CH3:24])=[CH:19][C:18]=2[O:25][CH3:26])[C:37](=[O:38])[C:36]([F:47])([F:46])[F:35])([CH3:14])[CH2:9][S:10][CH2:11][C:12]#[N:13])[CH:7]=1. (2) Reactant: [Cl:1][C:2]1[CH:7]=[C:6](Cl)[N:5]2[N:9]=[CH:10][C:11]([C:12]3[CH:17]=[CH:16][CH:15]=[CH:14][CH:13]=3)=[C:4]2[N:3]=1.[NH:18]1[CH2:23][CH2:22][O:21][CH2:20][CH2:19]1. Product: [Cl:1][C:2]1[CH:7]=[C:6]([N:18]2[CH2:23][CH2:22][O:21][CH2:20][CH2:19]2)[N:5]2[N:9]=[CH:10][C:11]([C:12]3[CH:17]=[CH:16][CH:15]=[CH:14][CH:13]=3)=[C:4]2[N:3]=1. The catalyst class is: 12. (3) Reactant: C[O:2][C:3](=O)[C:4]1[CH:9]=[CH:8][C:7]([C:10]([F:13])([F:12])[F:11])=[C:6]([CH:14]([CH3:16])[CH3:15])[CH:5]=1.[BH4-].[Li+].Cl. Product: [CH:14]([C:6]1[CH:5]=[C:4]([CH2:3][OH:2])[CH:9]=[CH:8][C:7]=1[C:10]([F:13])([F:11])[F:12])([CH3:16])[CH3:15]. The catalyst class is: 1. (4) Reactant: [NH2:1][C:2]1[CH:7]=[CH:6][CH:5]=[CH:4][CH:3]=1.Cl[C:9](Cl)=[CH:10][C:11]([C:13]1[C:14]([Cl:20])=[N:15][C:16]([Cl:19])=[CH:17][CH:18]=1)=[O:12]. Product: [NH:1]([C:9]([NH:1][C:2]1[CH:7]=[CH:6][CH:5]=[CH:4][CH:3]=1)=[CH:10][C:11]([C:13]1[C:14]([Cl:20])=[N:15][C:16]([Cl:19])=[CH:17][CH:18]=1)=[O:12])[C:2]1[CH:7]=[CH:6][CH:5]=[CH:4][CH:3]=1. The catalyst class is: 12. (5) Reactant: [CH:1]([C:3]1[N:4]([CH2:12][CH2:13][C:14]([OH:16])=[O:15])[C:5]2[C:10]([CH:11]=1)=[CH:9][CH:8]=[CH:7][CH:6]=2)=O.[CH3:17][N:18]([C:21]([O:23][CH2:24][CH:25]1[C:37]2[CH:36]=[CH:35][CH:34]=[CH:33][C:32]=2[C:31]2[C:26]1=[CH:27][CH:28]=[CH:29][CH:30]=2)=[O:22])[NH:19][CH3:20].C(O[BH-](OC(=O)C)OC(=O)C)(=O)C.[Na+]. Product: [CH:27]1[C:26]2[CH:25]([CH2:24][O:23][C:21]([N:18]([CH3:17])[N:19]([CH2:1][C:3]3[N:4]([CH2:12][CH2:13][C:14]([OH:16])=[O:15])[C:5]4[C:10]([CH:11]=3)=[CH:9][CH:8]=[CH:7][CH:6]=4)[CH3:20])=[O:22])[C:37]3[C:32](=[CH:33][CH:34]=[CH:35][CH:36]=3)[C:31]=2[CH:30]=[CH:29][CH:28]=1. The catalyst class is: 26. (6) Reactant: [CH3:1][N:2]1[C:7](=[O:8])[C:6]2[C:9]([C:13]([O:15]C)=[O:14])=[C:10]([CH3:12])[S:11][C:5]=2[N:4]([CH:17]([CH3:19])[CH3:18])[C:3]1=[O:20].CO.[OH-].[Na+].Cl. Product: [CH3:1][N:2]1[C:7](=[O:8])[C:6]2[C:9]([C:13]([OH:15])=[O:14])=[C:10]([CH3:12])[S:11][C:5]=2[N:4]([CH:17]([CH3:18])[CH3:19])[C:3]1=[O:20]. The catalyst class is: 1. (7) Reactant: C([Li])CCC.[CH2:6]([C@H:13]1[CH2:17][O:16][C:15](=[O:18])[NH:14]1)[C:7]1[CH:12]=[CH:11][CH:10]=[CH:9][CH:8]=1.[C:19]1([CH2:25][CH2:26][C:27](Cl)=[O:28])[CH:24]=[CH:23][CH:22]=[CH:21][CH:20]=1. Product: [CH2:6]([C@H:13]1[CH2:17][O:16][C:15](=[O:18])[N:14]1[C:27](=[O:28])[CH2:26][CH2:25][C:19]1[CH:24]=[CH:23][CH:22]=[CH:21][CH:20]=1)[C:7]1[CH:8]=[CH:9][CH:10]=[CH:11][CH:12]=1. The catalyst class is: 1.